Dataset: Reaction yield outcomes from USPTO patents with 853,638 reactions. Task: Predict the reaction yield, written as a fraction of the theoretical maximum amount of product (1.0 means a 100% yield; for example, 0.34 means a 34% yield). (1) The reactants are [CH3:1][C:2]1[O:6][N:5]=[C:4]([C:7]2[CH:12]=[CH:11][CH:10]=[CH:9][CH:8]=2)[C:3]=1[C:13]([NH:15][NH2:16])=[O:14].[CH3:17][O:18][C:19]1[N:27]=[C:26]([O:28][CH3:29])[CH:25]=[CH:24][C:20]=1[C:21](O)=O. No catalyst specified. The product is [CH3:17][O:18][C:19]1[C:20]([C:21]2[O:14][C:13]([C:3]3[C:4]([C:7]4[CH:12]=[CH:11][CH:10]=[CH:9][CH:8]=4)=[N:5][O:6][C:2]=3[CH3:1])=[N:15][N:16]=2)=[CH:24][CH:25]=[C:26]([O:28][CH3:29])[N:27]=1. The yield is 0.240. (2) The reactants are [NH2:1][C:2]1[C:7]2=[C:8]([C:13]3[CH:18]=[CH:17][C:16]([NH:19][C:20]([NH:22][C:23]4[CH:28]=[C:27]([C:29]([F:32])([F:31])[F:30])[CH:26]=[CH:25][N:24]=4)=[O:21])=[C:15]([F:33])[CH:14]=3)[C:9]([CH2:11]O)=[CH:10][N:6]2[N:5]=[CH:4][N:3]=1.S(Cl)(Cl)=O.CCC(C)[BH-](C(C)CC)C(C)CC.[Li+]. The catalyst is C(Cl)Cl.ClC(Cl)C. The product is [NH2:1][C:2]1[C:7]2=[C:8]([C:13]3[CH:18]=[CH:17][C:16]([NH:19][C:20]([NH:22][C:23]4[CH:28]=[C:27]([C:29]([F:30])([F:32])[F:31])[CH:26]=[CH:25][N:24]=4)=[O:21])=[C:15]([F:33])[CH:14]=3)[C:9]([CH3:11])=[CH:10][N:6]2[N:5]=[CH:4][N:3]=1. The yield is 0.590. (3) The reactants are [F:1][C:2]1[CH:7]=[C:6]([F:8])[CH:5]=[CH:4][C:3]=1I.[C:10]([OH:14])(=[O:13])[C:11]#[CH:12].C(NC(C)C)(C)C. The catalyst is CN(C=O)C.Cl[Pd](Cl)([P](C1C=CC=CC=1)(C1C=CC=CC=1)C1C=CC=CC=1)[P](C1C=CC=CC=1)(C1C=CC=CC=1)C1C=CC=CC=1. The product is [F:1][C:2]1[CH:7]=[C:6]([F:8])[CH:5]=[CH:4][C:3]=1[C:12]#[C:11][C:10]([OH:14])=[O:13]. The yield is 0.850. (4) The reactants are Br[C:2]1[N:6]2[C:7]3[C:12]([N:13]=[C:14]([CH3:15])[C:5]2=[C:4]([CH3:17])[N:3]=1)=[CH:11][CH:10]=[C:9]([F:16])[CH:8]=3.[CH3:18][C:19]1(B(O)O)[CH:23]=[C:22]([CH3:24])[O:21][NH:20]1.C([O-])([O-])=O.[K+].[K+]. The catalyst is C1C=CC([P]([Pd]([P](C2C=CC=CC=2)(C2C=CC=CC=2)C2C=CC=CC=2)([P](C2C=CC=CC=2)(C2C=CC=CC=2)C2C=CC=CC=2)[P](C2C=CC=CC=2)(C2C=CC=CC=2)C2C=CC=CC=2)(C2C=CC=CC=2)C2C=CC=CC=2)=CC=1. The product is [CH3:18][C:19]1[C:23]([C:2]2[N:6]3[C:7]4[C:12]([N:13]=[C:14]([CH3:15])[C:5]3=[C:4]([CH3:17])[N:3]=2)=[CH:11][CH:10]=[C:9]([F:16])[CH:8]=4)=[C:22]([CH3:24])[O:21][N:20]=1. The yield is 0.770. (5) The catalyst is CCO.CC(O)=O.O.[Fe]. The yield is 0.530. The product is [Br:1][C:2]1[C:3]([F:11])=[C:4]([CH:5]=[CH:6][CH:7]=1)[NH2:8]. The reactants are [Br:1][C:2]1[C:3]([F:11])=[C:4]([N+:8]([O-])=O)[CH:5]=[CH:6][CH:7]=1. (6) The reactants are [N:1]1[O:5][N:4]=[C:3]2[CH:6]=[C:7]([CH:10]3[N:15]([C:16]([O:18][C:19]4[CH:24]=[CH:23][C:22]([N+:25]([O-:27])=[O:26])=[CH:21][CH:20]=4)=[O:17])[C:14]([O:28]C)=[N:13][C:12]([CH3:30])=[C:11]3[C:31]([O:33][CH3:34])=[O:32])[CH:8]=[CH:9][C:2]=12.[Br:35]Br. The catalyst is C(Cl)(Cl)Cl. The product is [N:1]1[O:5][N:4]=[C:3]2[CH:6]=[C:7]([CH:10]3[N:15]([C:16]([O:18][C:19]4[CH:24]=[CH:23][C:22]([N+:25]([O-:27])=[O:26])=[CH:21][CH:20]=4)=[O:17])[C:14](=[O:28])[NH:13][C:12]([CH2:30][Br:35])=[C:11]3[C:31]([O:33][CH3:34])=[O:32])[CH:8]=[CH:9][C:2]=12. The yield is 0.880.